From a dataset of Full USPTO retrosynthesis dataset with 1.9M reactions from patents (1976-2016). Predict the reactants needed to synthesize the given product. (1) The reactants are: [NH2:1][C:2]1[NH:3][C:4](=O)[C:5]2[N:10]=[C:9]([CH2:11][CH2:12][C:13]3[CH:18]=[CH:17][C:16]([F:19])=[CH:15][CH:14]=3)[S:8][C:6]=2[N:7]=1.C1CCN2C(=NCCC2)CC1.F[P-](F)(F)(F)(F)F.N1(O[P+](N(C)C)(N(C)C)N(C)C)C2C=CC=CC=2N=N1.[O:59]([CH2:66][CH2:67][N:68]1[CH2:73][CH2:72][NH:71][CH2:70][CH2:69]1)[C:60]1[CH:65]=[CH:64][CH:63]=[CH:62][CH:61]=1. Given the product [NH2:1][C:2]1[N:3]=[C:4]([N:71]2[CH2:70][CH2:69][N:68]([CH2:67][CH2:66][O:59][C:60]3[CH:65]=[CH:64][CH:63]=[CH:62][CH:61]=3)[CH2:73][CH2:72]2)[C:5]2[N:10]=[C:9]([CH2:11][CH2:12][C:13]3[CH:18]=[CH:17][C:16]([F:19])=[CH:15][CH:14]=3)[S:8][C:6]=2[N:7]=1, predict the reactants needed to synthesize it. (2) Given the product [CH3:1][C:2]1[O:6][C:5]([C:7]([NH:9][C:10]([C:13]2[N:19]([CH3:20])[C:17](=[O:18])[C:16]([O-:21])=[C:15]([C:22]([NH:24][CH2:25][C:26]3[CH:27]=[CH:28][C:29]([F:32])=[CH:30][CH:31]=3)=[O:23])[N:14]=2)([CH3:12])[CH3:11])=[O:8])=[N:4][N:3]=1.[K+:34], predict the reactants needed to synthesize it. The reactants are: [CH3:1][C:2]1[O:6][C:5]([C:7]([NH:9][C:10]([C:13]2[N:19]([CH3:20])[C:17](=[O:18])[C:16]([OH:21])=[C:15]([C:22]([NH:24][CH2:25][C:26]3[CH:27]=[CH:28][C:29]([F:32])=[CH:30][CH:31]=3)=[O:23])[N:14]=2)([CH3:12])[CH3:11])=[O:8])=[N:4][N:3]=1.[OH-].[K+:34]. (3) The reactants are: C1N=CN(C(N2C=NC=C2)=O)C=1.[C:13]([OH:22])(=[O:21])[C:14]1[C:15](=[CH:17][CH:18]=[CH:19][CH:20]=1)[OH:16].[C:23](O)([CH3:26])([CH3:25])[CH3:24].C1CCN2C(=NCCC2)CC1.C([O-])(O)=O.[Na+]. Given the product [OH:16][C:15]1[CH:17]=[CH:18][CH:19]=[CH:20][C:14]=1[C:13]([O:22][C:23]([CH3:26])([CH3:25])[CH3:24])=[O:21], predict the reactants needed to synthesize it. (4) Given the product [OH:7][CH2:6][C@H:2]1[CH2:3][CH2:4][CH2:5][N:1]1[C:10]([O:12][C:13]([CH3:16])([CH3:15])[CH3:14])=[O:11], predict the reactants needed to synthesize it. The reactants are: [NH:1]1[CH2:5][CH2:4][CH2:3][C@@H:2]1[CH2:6][OH:7].[OH-].[Na+].[C:10](O[C:10]([O:12][C:13]([CH3:16])([CH3:15])[CH3:14])=[O:11])([O:12][C:13]([CH3:16])([CH3:15])[CH3:14])=[O:11]. (5) The reactants are: [ClH:1].[CH3:2][O:3][C:4]1[CH:5]=[CH:6][CH:7]=[C:8]2[C:12]=1[CH:11]([NH2:13])[CH2:10][CH2:9]2.S(Cl)([Cl:17])(=O)=O. Given the product [Cl:1][C:7]1[CH:6]=[C:5]([Cl:17])[C:4]([O:3][CH3:2])=[C:12]2[C:8]=1[CH2:9][CH2:10][CH:11]2[NH2:13], predict the reactants needed to synthesize it.